The task is: Predict the reactants needed to synthesize the given product.. This data is from Full USPTO retrosynthesis dataset with 1.9M reactions from patents (1976-2016). (1) Given the product [Br:6][C:7]1[CH:15]=[C:14]2[C:10]([CH2:11][C:12](=[O:16])[NH:13]2)=[CH:9][C:8]=1[C:3](=[O:4])[CH2:2][Cl:1], predict the reactants needed to synthesize it. The reactants are: [Cl:1][CH2:2][C:3](Cl)=[O:4].[Br:6][C:7]1[CH:15]=[C:14]2[C:10]([CH2:11][C:12](=[O:16])[NH:13]2)=[CH:9][CH:8]=1.[Cl-].[Al+3].[Cl-].[Cl-]. (2) The reactants are: S(=O)(=O)(O)N.[CH3:6][C:7]([C:17]1[CH:24]=[CH:23][CH:22]=[CH:21][C:18]=1[CH:19]=[O:20])([CH3:16])[CH2:8][C@:9]1([C:12]([F:15])([F:14])[F:13])[CH2:11][O:10]1.Cl([O-])=[O:26].[Na+]. Given the product [CH3:16][C:7]([C:17]1[CH:24]=[CH:23][CH:22]=[CH:21][C:18]=1[C:19]([OH:26])=[O:20])([CH3:6])[CH2:8][C@:9]1([C:12]([F:14])([F:15])[F:13])[CH2:11][O:10]1, predict the reactants needed to synthesize it.